Predict the product of the given reaction. From a dataset of Forward reaction prediction with 1.9M reactions from USPTO patents (1976-2016). (1) Given the reactants [CH2:1]([N:8]1[CH2:13][CH2:12][N:11]([C:14](=[NH:16])[NH2:15])[CH2:10][CH2:9]1)[C:2]1[CH:7]=[CH:6][CH:5]=[CH:4][CH:3]=1.[Cl:17][C:18]([SH:21])(Cl)Cl.[OH-].[Na+], predict the reaction product. The product is: [CH2:1]([N:8]1[CH2:9][CH2:10][N:11]([C:14]2[N:15]=[C:18]([Cl:17])[S:21][N:16]=2)[CH2:12][CH2:13]1)[C:2]1[CH:3]=[CH:4][CH:5]=[CH:6][CH:7]=1. (2) Given the reactants [CH2:1]([O:3][C:4]1[CH:9]=[CH:8][CH:7]=[C:6]([F:10])[C:5]=1[F:11])[CH3:2].C([Li])CCC.[CH2:17]([O:21][C:22]1[CH:27]=[CH:26][C:25]([CH:28]2[CH2:33][CH2:32][C:31](=[O:34])[CH2:30][CH2:29]2)=[C:24]([F:35])[C:23]=1[F:36])[CH2:18][CH2:19][CH3:20].[Cl-].[NH4+], predict the reaction product. The product is: [CH2:1]([O:3][C:4]1[CH:9]=[CH:8][C:7]([C:31]2([OH:34])[CH2:32][CH2:33][CH:28]([C:25]3[CH:26]=[CH:27][C:22]([O:21][CH2:17][CH2:18][CH2:19][CH3:20])=[C:23]([F:36])[C:24]=3[F:35])[CH2:29][CH2:30]2)=[C:6]([F:10])[C:5]=1[F:11])[CH3:2]. (3) Given the reactants [CH2:1]([O:8][C:9]([N:11]1[CH2:16][CH2:15][CH:14]([N:17]=[N+]=[N-])[CH:13]([N:20]=[N+]=[N-])[CH2:12]1)=[O:10])[C:2]1[CH:7]=[CH:6][CH:5]=[CH:4][CH:3]=1.C1(P([C:36]2[CH:41]=[CH:40]C=CC=2)C2C=CC=CC=2)C=CC=CC=1.O.[CH2:43](N(CC)CC)C.[C:50]([O:54][C:55](O[C:55]([O:54][C:50]([CH3:53])([CH3:52])[CH3:51])=[O:56])=[O:56])([CH3:53])([CH3:52])[CH3:51].[C:65]([O:68]CC)(=[O:67])C, predict the reaction product. The product is: [CH2:1]([O:8][C:9]([N:11]1[CH2:16][CH2:15][CH:14]([NH:17][C:55]([O:54][C:50]([CH3:51])([CH3:52])[CH3:53])=[O:56])[CH:13]([NH:20][C:65]([O:68][C:41]([CH3:40])([CH3:36])[CH3:43])=[O:67])[CH2:12]1)=[O:10])[C:2]1[CH:7]=[CH:6][CH:5]=[CH:4][CH:3]=1. (4) Given the reactants [C:1]1([NH:7][C:8]2[N:17]=[CH:16][CH:15]=[CH:14][C:9]=2[C:10]([O:12]C)=[O:11])[CH:6]=[CH:5][CH:4]=[CH:3][CH:2]=1.[OH-].[K+], predict the reaction product. The product is: [C:1]1([NH:7][C:8]2[N:17]=[CH:16][CH:15]=[CH:14][C:9]=2[C:10]([OH:12])=[O:11])[CH:2]=[CH:3][CH:4]=[CH:5][CH:6]=1.